Predict which catalyst facilitates the given reaction. From a dataset of Catalyst prediction with 721,799 reactions and 888 catalyst types from USPTO. (1) Product: [F:1][C:2]([F:36])([F:35])[C:3]1[CH:4]=[C:5]([C:13]([CH3:34])([CH3:33])[C:14]([N:16]([C:18]2[CH:19]=[N:20][C:21]([N:42]3[CH2:41][C:40](=[O:43])[N:39]4[CH2:44][CH2:45][CH2:46][C@@H:38]4[CH2:37]3)=[CH:22][C:23]=2[C:24]2[CH:29]=[CH:28][C:27]([F:30])=[CH:26][C:25]=2[CH3:31])[CH3:17])=[O:15])[CH:6]=[C:7]([C:9]([F:12])([F:11])[F:10])[CH:8]=1. Reactant: [F:1][C:2]([F:36])([F:35])[C:3]1[CH:4]=[C:5]([C:13]([CH3:34])([CH3:33])[C:14]([N:16]([C:18]2[CH:19]=[N:20][C:21](Cl)=[CH:22][C:23]=2[C:24]2[CH:29]=[CH:28][C:27]([F:30])=[CH:26][C:25]=2[CH3:31])[CH3:17])=[O:15])[CH:6]=[C:7]([C:9]([F:12])([F:11])[F:10])[CH:8]=1.[CH2:37]1[NH:42][CH2:41][C:40](=[O:43])[N:39]2[CH2:44][CH2:45][CH2:46][C@@H:38]12.C(=O)([O-])[O-].[K+].[K+].[NH4+].[Cl-]. The catalyst class is: 16. (2) Reactant: COC(=O)[NH:4][C:5]1[S:6][C:7]2[C:13]([CH:14]=[CH2:15])=[CH:12][CH:11]=[C:10]([O:16][CH3:17])[C:8]=2[N:9]=1.O. Product: [CH3:17][O:16][C:10]1[C:8]2[N:9]=[C:5]([NH2:4])[S:6][C:7]=2[C:13]([CH:14]=[CH2:15])=[CH:12][CH:11]=1. The catalyst class is: 196.